Dataset: Full USPTO retrosynthesis dataset with 1.9M reactions from patents (1976-2016). Task: Predict the reactants needed to synthesize the given product. Given the product [Cl:21][CH2:22][CH2:23][CH2:24][CH2:25][CH2:26][O:27][C:28]1[CH:35]=[CH:34][C:31]([CH2:32][N:10]2[C:11]3[C:16](=[CH:15][CH:14]=[CH:13][CH:12]=3)[C:17]3[CH2:18][CH2:19][S:20][C:7]4[CH:6]=[CH:5][CH:4]=[CH:3][C:8]=4[C:9]2=3)=[CH:30][CH:29]=1, predict the reactants needed to synthesize it. The reactants are: [H-].[Na+].[CH:3]1[C:8]2[C:9]3[NH:10][C:11]4[C:16]([C:17]=3[CH2:18][CH2:19][S:20][C:7]=2[CH:6]=[CH:5][CH:4]=1)=[CH:15][CH:14]=[CH:13][CH:12]=4.[Cl:21][CH2:22][CH2:23][CH2:24][CH2:25][CH2:26][O:27][C:28]1[CH:35]=[CH:34][C:31]([CH2:32]Br)=[CH:30][CH:29]=1.O.